The task is: Regression. Given two drug SMILES strings and cell line genomic features, predict the synergy score measuring deviation from expected non-interaction effect.. This data is from NCI-60 drug combinations with 297,098 pairs across 59 cell lines. (1) Drug 1: COC1=C(C=C2C(=C1)N=CN=C2NC3=CC(=C(C=C3)F)Cl)OCCCN4CCOCC4. Drug 2: CC1=C(C(CCC1)(C)C)C=CC(=CC=CC(=CC(=O)O)C)C. Cell line: OVCAR-5. Synergy scores: CSS=50.5, Synergy_ZIP=1.65, Synergy_Bliss=1.77, Synergy_Loewe=-4.45, Synergy_HSA=1.12. (2) Drug 1: CN(C)C1=NC(=NC(=N1)N(C)C)N(C)C. Cell line: NCI-H460. Drug 2: CC12CCC3C(C1CCC2OP(=O)(O)O)CCC4=C3C=CC(=C4)OC(=O)N(CCCl)CCCl.[Na+]. Synergy scores: CSS=-3.78, Synergy_ZIP=-1.04, Synergy_Bliss=-5.24, Synergy_Loewe=-7.51, Synergy_HSA=-7.55.